This data is from Peptide-MHC class II binding affinity with 134,281 pairs from IEDB. The task is: Regression. Given a peptide amino acid sequence and an MHC pseudo amino acid sequence, predict their binding affinity value. This is MHC class II binding data. (1) The peptide sequence is DRYSVDADLQLGELI. The MHC is HLA-DQA10201-DQB10301 with pseudo-sequence HLA-DQA10201-DQB10301. The binding affinity (normalized) is 0. (2) The peptide sequence is KFQADSPKRLATAIA. The MHC is DRB1_0301 with pseudo-sequence DRB1_0301. The binding affinity (normalized) is 0.318. (3) The peptide sequence is ELSYQKEALLSQVEV. The MHC is DRB1_0101 with pseudo-sequence DRB1_0101. The binding affinity (normalized) is 0.692. (4) The peptide sequence is GESQIVDKIDAAFKI. The MHC is DRB1_1302 with pseudo-sequence DRB1_1302. The binding affinity (normalized) is 0.638. (5) The peptide sequence is NKAGVRIYVDIVLNH. The MHC is HLA-DPA10201-DPB11401 with pseudo-sequence HLA-DPA10201-DPB11401. The binding affinity (normalized) is 0.336.